Dataset: Full USPTO retrosynthesis dataset with 1.9M reactions from patents (1976-2016). Task: Predict the reactants needed to synthesize the given product. (1) The reactants are: [CH3:1][N:2]=[C:3]=[O:4].[NH2:5][C:6]1[CH:11]=[CH:10][C:9]([C:12]2[CH2:16][CH2:15][N:14]([C:17](=[O:29])[CH2:18][C:19]3[CH:24]=[CH:23][C:22]([O:25][CH3:26])=[C:21]([O:27][CH3:28])[CH:20]=3)[N:13]=2)=[CH:8][CH:7]=1. Given the product [CH3:28][O:27][C:21]1[CH:20]=[C:19]([CH2:18][C:17]([N:14]2[CH2:15][CH2:16][C:12]([C:9]3[CH:8]=[CH:7][C:6]([NH:5][C:3]([NH:2][CH3:1])=[O:4])=[CH:11][CH:10]=3)=[N:13]2)=[O:29])[CH:24]=[CH:23][C:22]=1[O:25][CH3:26], predict the reactants needed to synthesize it. (2) Given the product [Cl:1][C:2]1[CH:23]=[CH:22][CH:21]=[C:20]([Cl:24])[C:3]=1[C:4]([NH:6][C@H:7]([C:16]([O:18][CH3:19])=[O:17])[CH2:8][C:9]1[CH:10]=[CH:11][C:12]([O:15][CH2:29][C:27]([C:30]2[N:39]=[C:38]3[C:33]([CH2:34][CH2:35][CH2:36][N:37]3[C:40]([O:42][C:43]([CH3:46])([CH3:45])[CH3:44])=[O:41])=[CH:32][CH:31]=2)([CH3:26])[CH3:28])=[CH:13][CH:14]=1)=[O:5], predict the reactants needed to synthesize it. The reactants are: [Cl:1][C:2]1[CH:23]=[CH:22][CH:21]=[C:20]([Cl:24])[C:3]=1[C:4]([NH:6][C@H:7]([C:16]([O:18][CH3:19])=[O:17])[CH2:8][C:9]1[CH:14]=[CH:13][C:12]([OH:15])=[CH:11][CH:10]=1)=[O:5].O[CH2:26][C:27]([C:30]1[N:39]=[C:38]2[C:33]([CH2:34][CH2:35][CH2:36][N:37]2[C:40]([O:42][C:43]([CH3:46])([CH3:45])[CH3:44])=[O:41])=[CH:32][CH:31]=1)([CH3:29])[CH3:28].C1(P(C2C=CC=CC=2)C2C=CC=CC=2)C=CC=CC=1.C1CCN(C(N=NC(N2CCCCC2)=O)=O)CC1. (3) Given the product [F:1][C:2]1[CH:3]=[C:4]([C:9]2[CH:14]=[CH:13][C:12]([C:15]3[C:24]4[C:19](=[CH:20][C:21]([S:25]([NH:49][C:47]5[CH:46]=[CH:45][N:44]=[C:43]([CH3:42])[N:48]=5)(=[O:27])=[O:26])=[CH:22][CH:23]=4)[CH:18]=[CH:17][N:16]=3)=[C:11]([O:40][CH3:41])[CH:10]=2)[CH:5]=[C:6]([F:8])[CH:7]=1, predict the reactants needed to synthesize it. The reactants are: [F:1][C:2]1[CH:3]=[C:4]([C:9]2[CH:14]=[CH:13][C:12]([C:15]3[C:24]4[C:19](=[CH:20][C:21]([S:25](OC5C(F)=C(F)C(F)=C(F)C=5F)(=[O:27])=[O:26])=[CH:22][CH:23]=4)[CH:18]=[CH:17][N:16]=3)=[C:11]([O:40][CH3:41])[CH:10]=2)[CH:5]=[C:6]([F:8])[CH:7]=1.[CH3:42][C:43]1[N:48]=[C:47]([NH2:49])[CH:46]=[CH:45][N:44]=1.C[Si]([N-][Si](C)(C)C)(C)C.[Li+].